Dataset: Catalyst prediction with 721,799 reactions and 888 catalyst types from USPTO. Task: Predict which catalyst facilitates the given reaction. (1) Reactant: [C:1]([O:5][C:6](=[O:23])[NH:7][C:8]1[S:9][C:10]2[CH2:11][N:12](C(=O)C(F)(F)F)[CH2:13][CH2:14][C:15]=2[N:16]=1)([CH3:4])([CH3:3])[CH3:2].C(=O)([O-])[O-].[K+].[K+]. Product: [C:1]([O:5][C:6](=[O:23])[NH:7][C:8]1[S:9][C:10]2[CH2:11][NH:12][CH2:13][CH2:14][C:15]=2[N:16]=1)([CH3:4])([CH3:2])[CH3:3]. The catalyst class is: 24. (2) Reactant: Cl.[O:2]1[CH2:7][CH2:6][N:5]([C:8]2[CH:9]=[CH:10][C:11]([CH2:14][O:15][C:16]3[CH:24]=[CH:23][C:19]([C:20]([OH:22])=O)=[CH:18][CH:17]=3)=[N:12][CH:13]=2)[CH2:4][CH2:3]1.Cl.[NH:26]1[CH:30]=[CH:29][N:28]=[C:27]1[C:31]1[CH:32]=[CH:33][C:34]([CH3:38])=[C:35]([CH:37]=1)[NH2:36].CCN(C(C)C)C(C)C.CN(C(ON1N=NC2C=CC=NC1=2)=[N+](C)C)C.F[P-](F)(F)(F)(F)F. Product: [NH:26]1[CH:30]=[CH:29][N:28]=[C:27]1[C:31]1[CH:32]=[CH:33][C:34]([CH3:38])=[C:35]([NH:36][C:20](=[O:22])[C:19]2[CH:18]=[CH:17][C:16]([O:15][CH2:14][C:11]3[CH:10]=[CH:9][C:8]([N:5]4[CH2:4][CH2:3][O:2][CH2:7][CH2:6]4)=[CH:13][N:12]=3)=[CH:24][CH:23]=2)[CH:37]=1. The catalyst class is: 136. (3) The catalyst class is: 60. Product: [CH:18]1[C:13]([C:1]2[CH:6]=[CH:5][C:4]3[C:7]([O:9][C:10](=[O:11])[C:3]=3[CH:2]=2)=[O:8])=[CH:14][C:15]2[C:22]([O:24][C:19](=[O:21])[C:16]=2[CH:17]=1)=[O:23]. Reactant: [C:1]1([C:13]2[CH:18]=[CH:17][C:16]([C:19]([OH:21])=O)=[C:15]([C:22]([OH:24])=[O:23])[CH:14]=2)[CH:6]=[CH:5][C:4]([C:7]([OH:9])=[O:8])=[C:3]([C:10](O)=[O:11])[CH:2]=1. (4) The catalyst class is: 3. Product: [CH2:1]([N:8]([CH3:28])[C:9]([CH:11]1[CH2:16][CH2:15][N:14]([C:17]([C:19]2[N:20]([CH2:40][C:41]3[CH:46]=[CH:45][CH:44]=[CH:43][CH:42]=3)[C:21]3[C:26]([CH:27]=2)=[CH:25][CH:24]=[CH:23][CH:22]=3)=[O:18])[CH2:13][CH2:12]1)=[O:10])[C:2]1[CH:7]=[CH:6][CH:5]=[CH:4][CH:3]=1. Reactant: [CH2:1]([N:8]([CH3:28])[C:9]([CH:11]1[CH2:16][CH2:15][N:14]([C:17]([C:19]2[NH:20][C:21]3[C:26]([CH:27]=2)=[CH:25][CH:24]=[CH:23][CH:22]=3)=[O:18])[CH2:13][CH2:12]1)=[O:10])[C:2]1[CH:7]=[CH:6][CH:5]=[CH:4][CH:3]=1.C[Si]([N-][Si](C)(C)C)(C)C.[Li+].Br[CH2:40][C:41]1[CH:46]=[CH:45][CH:44]=[CH:43][CH:42]=1.